Dataset: Reaction yield outcomes from USPTO patents with 853,638 reactions. Task: Predict the reaction yield, written as a fraction of the theoretical maximum amount of product (1.0 means a 100% yield; for example, 0.34 means a 34% yield). (1) The reactants are [CH3:1][C:2]1[C:3]([CH:13]=[O:14])=[CH:4][NH:5][C:6]=1[C:7]1[CH:12]=[CH:11][CH:10]=[CH:9][CH:8]=1.[H-].[Na+].C1OCCOCCOCCOCCOC1.Cl.[N:33]1[CH:38]=[CH:37][CH:36]=[C:35]([S:39](Cl)(=[O:41])=[O:40])[CH:34]=1. The catalyst is O1CCCC1.O. The product is [CH3:1][C:2]1[C:3]([CH:13]=[O:14])=[CH:4][N:5]([S:39]([C:35]2[CH:34]=[N:33][CH:38]=[CH:37][CH:36]=2)(=[O:41])=[O:40])[C:6]=1[C:7]1[CH:12]=[CH:11][CH:10]=[CH:9][CH:8]=1. The yield is 0.530. (2) The yield is 0.680. The reactants are Br[C:2]1[C:3]2[C:4]3[N:14]=[CH:13][CH:12]=[N:11][C:5]=3[NH:6][C:7]=2[CH:8]=[CH:9][CH:10]=1.[CH2:15]([S:17]([C:20]1[CH:21]=[C:22](B(O)O)[CH:23]=[CH:24][CH:25]=1)(=[O:19])=[O:18])[CH3:16].C(=O)([O-])[O-].[K+].[K+].O. The product is [CH2:15]([S:17]([C:20]1[CH:25]=[C:24]([C:2]2[C:3]3[C:4]4[N:14]=[CH:13][CH:12]=[N:11][C:5]=4[NH:6][C:7]=3[CH:8]=[CH:9][CH:10]=2)[CH:23]=[CH:22][CH:21]=1)(=[O:18])=[O:19])[CH3:16]. The catalyst is O1CCOCC1.C1C=CC([P]([Pd]([P](C2C=CC=CC=2)(C2C=CC=CC=2)C2C=CC=CC=2)([P](C2C=CC=CC=2)(C2C=CC=CC=2)C2C=CC=CC=2)[P](C2C=CC=CC=2)(C2C=CC=CC=2)C2C=CC=CC=2)(C2C=CC=CC=2)C2C=CC=CC=2)=CC=1. (3) The reactants are C(OC([N:8]1[CH2:13][CH2:12][CH:11]([N:14]2[CH:18]=[C:17]([NH:19][C:20]([C:22]3[CH:23]=[N:24][N:25]4[CH:30]=[CH:29][CH:28]=[N:27][C:26]=34)=[O:21])[C:16]([C:31]3[CH:36]=[C:35]([Cl:37])[CH:34]=[CH:33][C:32]=3[O:38][CH:39]([F:41])[F:40])=[N:15]2)[CH2:10][CH2:9]1)=O)(C)(C)C.C(O)(C(F)(F)F)=O.Cl. The catalyst is C(Cl)Cl.CO. The product is [ClH:37].[Cl:37][C:35]1[CH:34]=[CH:33][C:32]([O:38][CH:39]([F:40])[F:41])=[C:31]([C:16]2[C:17]([NH:19][C:20]([C:22]3[CH:23]=[N:24][N:25]4[CH:30]=[CH:29][CH:28]=[N:27][C:26]=34)=[O:21])=[CH:18][N:14]([CH:11]3[CH2:10][CH2:9][NH:8][CH2:13][CH2:12]3)[N:15]=2)[CH:36]=1. The yield is 0.280. (4) The reactants are [C:1]([BH3-])#[N:2].[Na+].N[C@H:6]1[CH2:15][CH2:14][C:13]2[C:12]([NH:16][C:17](=[O:22])[C:18]([OH:21])([CH3:20])[CH3:19])=[CH:11][CH:10]=[CH:9][C:8]=2[CH2:7]1.C=O.[CH3:25]C(O)=O. The catalyst is CO. The product is [CH3:25][N:2]([CH3:1])[C@H:6]1[CH2:15][CH2:14][C:13]2[C:12]([NH:16][C:17](=[O:22])[C:18]([OH:21])([CH3:20])[CH3:19])=[CH:11][CH:10]=[CH:9][C:8]=2[CH2:7]1. The yield is 0.780. (5) The reactants are [Cl:1][C:2]1[C:3]([N:9]2[CH2:14][CH2:13][N:12]([CH2:15][CH2:16][CH2:17][N:18]3[C:26]4[CH2:25][CH2:24][N:23]([S:27]([CH3:30])(=[O:29])=[O:28])[CH2:22][C:21]=4[C:20]([C:31]4[CH:36]=[CH:35][C:34]([C:37]([F:40])([F:39])[F:38])=[CH:33][CH:32]=4)=[N:19]3)[CH2:11][CH2:10]2)=[C:4]([NH2:8])[CH:5]=[CH:6][CH:7]=1.C[Si]([N:45]=[C:46]=[O:47])(C)C.CO.[CH2:50](Cl)Cl. The catalyst is C(Cl)Cl. The product is [Cl:1][C:2]1[C:3]([N:9]2[CH2:14][CH2:13][N:12]([CH2:15][CH2:16][CH2:17][N:18]3[C:26]4[CH2:25][CH2:24][N:23]([S:27]([CH3:30])(=[O:28])=[O:29])[CH2:22][C:21]=4[C:20]([C:31]4[CH:32]=[CH:33][C:34]([C:37]([F:38])([F:39])[F:40])=[CH:35][CH:36]=4)=[N:19]3)[CH2:11][CH2:10]2)=[C:4]([NH:8][C:46]([NH:45][CH3:50])=[O:47])[CH:5]=[CH:6][CH:7]=1. The yield is 0.220. (6) The reactants are [C:1]([C:4]([NH:7][C:8](=[O:11])[O:9][CH3:10])([CH3:6])[CH3:5])([OH:3])=O.CC[N:14]([CH:18]([CH3:20])[CH3:19])[CH:15]([CH3:17])[CH3:16].[CH2:21]([NH2:26])[CH2:22][CH:23]([CH3:25])[CH3:24].[CH3:27]N(C(ON1N=NC2C=CC=CC1=2)=[N+](C)C)C.[B-](F)(F)(F)F.[ClH:49].CCOCC. The catalyst is CN(C=O)C.CO. The product is [ClH:49].[CH3:20][C:18]1[CH:19]=[C:10]([O:9][C:8](=[O:11])[N:7]([CH3:27])[C:4]([CH3:6])([CH3:5])[C:1]([NH:26][CH2:21][CH2:22][CH:23]([CH3:25])[CH3:24])=[O:3])[CH:17]=[C:15]([CH3:16])[N:14]=1. The yield is 0.170. (7) The reactants are [Cl:1][C:2]1[CH:3]=[CH:4][C:5]([S:9][CH3:10])=[C:6]([NH2:8])[CH:7]=1.[Cl:11][C:12]1[CH:17]=[CH:16][C:15]([S:18](Cl)(=[O:20])=[O:19])=[CH:14][CH:13]=1. No catalyst specified. The product is [Cl:11][C:12]1[CH:17]=[CH:16][C:15]([S:18]([NH:8][C:6]2[CH:7]=[C:2]([Cl:1])[CH:3]=[CH:4][C:5]=2[S:9][CH3:10])(=[O:20])=[O:19])=[CH:14][CH:13]=1. The yield is 0.680.